Task: Predict which catalyst facilitates the given reaction.. Dataset: Catalyst prediction with 721,799 reactions and 888 catalyst types from USPTO (1) Reactant: [C:1]([O:5][C:6]([N:8]1[CH2:12][C@@H:11]([N:13]([CH2:21][C:22]2[CH:27]=[C:26]([C:28]([F:31])([F:30])[F:29])[CH:25]=[C:24]([C:32]([F:35])([F:34])[F:33])[CH:23]=2)[C:14]2[N:19]=[CH:18][C:17](Br)=[CH:16][N:15]=2)[CH2:10][C@H:9]1[CH2:36][CH3:37])=[O:7])([CH3:4])([CH3:3])[CH3:2].[NH:38]1[CH2:43][CH2:42][O:41][CH2:40][CH2:39]1.C(P(C(C)(C)C)C1C=CC=CC=1C1C=CC=CC=1)(C)(C)C.CC(C)([O-])C.[Na+]. Product: [C:1]([O:5][C:6]([N:8]1[CH2:12][C@@H:11]([N:13]([CH2:21][C:22]2[CH:27]=[C:26]([C:28]([F:31])([F:30])[F:29])[CH:25]=[C:24]([C:32]([F:35])([F:34])[F:33])[CH:23]=2)[C:14]2[N:19]=[CH:18][C:17]([N:38]3[CH2:43][CH2:42][O:41][CH2:40][CH2:39]3)=[CH:16][N:15]=2)[CH2:10][C@H:9]1[CH2:36][CH3:37])=[O:7])([CH3:4])([CH3:3])[CH3:2]. The catalyst class is: 101. (2) Product: [S:25]([O:6][CH2:5][C:4]1[CH:7]=[C:8]([O:10][C:11]([F:12])([F:13])[F:14])[CH:9]=[C:2]([Cl:1])[CH:3]=1)(=[O:27])(=[O:26])[CH3:24]. The catalyst class is: 2. Reactant: [Cl:1][C:2]1[CH:3]=[C:4]([CH:7]=[C:8]([O:10][C:11]([F:14])([F:13])[F:12])[CH:9]=1)[CH2:5][OH:6].CCN(C(C)C)C(C)C.[CH3:24][S:25](Cl)(=[O:27])=[O:26]. (3) Reactant: [NH2:1][C:2]([CH3:8])([CH3:7])[CH2:3][C:4]([OH:6])=[O:5].C(=O)([O-])[O-].[K+].[K+].F[C:16]1[CH:21]=[CH:20][CH:19]=[CH:18][C:17]=1[N+:22]([O-:24])=[O:23]. Product: [CH3:7][C:2]([NH:1][C:16]1[CH:21]=[CH:20][CH:19]=[CH:18][C:17]=1[N+:22]([O-:24])=[O:23])([CH3:8])[CH2:3][C:4]([OH:6])=[O:5]. The catalyst class is: 14. (4) Reactant: Br[C:2]1[CH:7]=[C:6]([N:8]2[CH2:13][CH2:12][CH2:11]C[CH2:9]2)[CH:5]=[CH:4][C:3]=1[CH2:14][C:15]1[CH:20]=[CH:19][C:18]([N:21]2[CH2:26][CH2:25][CH2:24]C[CH2:22]2)=[CH:17][C:16]=1Br.[Li]C(CC)C.[Si:33]([CH3:37])([CH3:36])(Cl)[Cl:34].C1(Cl)C(=O)C(Cl)=C(Cl)C(=O)C=1Cl. Product: [Cl-:34].[N:21]1([C:18]2[CH:19]=[CH:20][C:15]3[CH3+:14][C:3]4[C:2]([Si:33]([CH3:37])([CH3:36])[C:16]=3[CH:17]=2)=[CH:7][C:6]([N:8]2[CH2:13][CH2:12][CH2:11][CH2:9]2)=[CH:5][CH:4]=4)[CH2:26][CH2:25][CH2:24][CH2:22]1. The catalyst class is: 1. (5) Reactant: [CH3:1][C:2]1[CH:7]=[CH:6][C:5]([N+:8]([O-])=O)=[CH:4][C:3]=1[NH:11][C:12]([C:14]1[CH:15]=[C:16]2[C:21](=[CH:22][CH:23]=1)[N:20]=[CH:19][NH:18][C:17]2=[O:24])=[O:13]. Product: [NH2:8][C:5]1[CH:6]=[CH:7][C:2]([CH3:1])=[C:3]([NH:11][C:12]([C:14]2[CH:15]=[C:16]3[C:21](=[CH:22][CH:23]=2)[N:20]=[CH:19][NH:18][C:17]3=[O:24])=[O:13])[CH:4]=1. The catalyst class is: 19. (6) Reactant: [OH:1][C:2]1[CH:9]=[CH:8][C:5]([CH:6]=[O:7])=[CH:4][CH:3]=1.[OH-].[Na+].[CH2:12](Br)[C:13]1[CH:18]=[CH:17][CH:16]=[CH:15][CH:14]=1. Product: [C:13]1([CH2:12][O:1][C:2]2[CH:9]=[CH:8][C:5]([CH:6]=[O:7])=[CH:4][CH:3]=2)[CH:18]=[CH:17][CH:16]=[CH:15][CH:14]=1. The catalyst class is: 40. (7) Reactant: C(O[C:4](=[O:14])[CH:5]([C:12]#[N:13])[C:6]1[CH:11]=[CH:10][CH:9]=[CH:8][CH:7]=1)C.Cl.Cl.[CH2:17]([NH:24][NH2:25])[C:18]1[CH:23]=[CH:22][CH:21]=[CH:20][CH:19]=1.[CH2:26](N(CC)CC)C. Product: [NH2:13][C:12]1[N:24]([CH2:17][C:18]2[CH:23]=[CH:22][CH:21]=[CH:20][CH:19]=2)[N:25]=[C:4]([OH:14])[C:5]=1[C:6]1[CH:7]=[CH:8][C:9]([CH3:26])=[CH:10][CH:11]=1. The catalyst class is: 162. (8) Reactant: Br[C:2]1[CH:7]=[CH:6][N:5]=[C:4]([N:8]2[C:12]([CH3:13])=[CH:11][CH:10]=[C:9]2[CH3:14])[CH:3]=1.[B:15](OC(C)C)([O:20]C(C)C)[O:16]C(C)C.[Li]CCCC. Product: [CH3:14][C:9]1[N:8]([C:4]2[CH:3]=[C:2]([B:15]([OH:20])[OH:16])[CH:7]=[CH:6][N:5]=2)[C:12]([CH3:13])=[CH:11][CH:10]=1. The catalyst class is: 1. (9) Reactant: [CH2:1]([O:8][CH2:9][CH2:10][CH:11]1[CH2:20][CH2:19][C:14]2(OCC[O:15]2)[CH2:13][CH2:12]1)[C:2]1[CH:7]=[CH:6][CH:5]=[CH:4][CH:3]=1.O.CC1C=CC(S(O)(=O)=O)=CC=1. Product: [CH2:1]([O:8][CH2:9][CH2:10][CH:11]1[CH2:12][CH2:13][C:14](=[O:15])[CH2:19][CH2:20]1)[C:2]1[CH:7]=[CH:6][CH:5]=[CH:4][CH:3]=1. The catalyst class is: 21.